This data is from Reaction yield outcomes from USPTO patents with 853,638 reactions. The task is: Predict the reaction yield, written as a fraction of the theoretical maximum amount of product (1.0 means a 100% yield; for example, 0.34 means a 34% yield). The reactants are [H-].[Al+3].[Li+].[H-].[H-].[H-].C[O:8][C:9](=O)[C:10]1[CH:15]=[C:14]([C:16]([F:19])([F:18])[F:17])[CH:13]=[C:12]([O:20][CH3:21])[CH:11]=1.C(OCC)C. The catalyst is C1COCC1. The product is [CH3:21][O:20][C:12]1[CH:11]=[C:10]([CH2:9][OH:8])[CH:15]=[C:14]([C:16]([F:17])([F:19])[F:18])[CH:13]=1. The yield is 0.980.